The task is: Predict the reaction yield, written as a fraction of the theoretical maximum amount of product (1.0 means a 100% yield; for example, 0.34 means a 34% yield).. This data is from Reaction yield outcomes from USPTO patents with 853,638 reactions. (1) The reactants are [CH2:1]([N:8]1[CH2:13][CH2:12][C@@H:11]([C:14]2[CH:19]=[CH:18][C:17]([F:20])=[CH:16][CH:15]=2)[C@H:10](CC(O)=O)[C:9]1=O)[C:2]1[CH:7]=[CH:6][CH:5]=[CH:4][CH:3]=1.[O:26]1CCC[CH2:27]1. No catalyst specified. The product is [CH2:1]([N:8]1[CH2:13][CH2:12][C@@H:11]([C:14]2[CH:19]=[CH:18][C:17]([F:20])=[CH:16][CH:15]=2)[C@H:10]([CH2:27][OH:26])[CH2:9]1)[C:2]1[CH:3]=[CH:4][CH:5]=[CH:6][CH:7]=1. The yield is 0.920. (2) The reactants are Br.[NH:2]1[CH2:6][CH2:5][N:4]=[C:3]1[C:7]1[CH:13]=[CH:12][CH:11]=[CH:10][C:8]=1[NH2:9].Cl.NO. The catalyst is O.[O-2].[O-2].[Mn+4]. The product is [NH:2]1[CH:6]=[CH:5][N:4]=[C:3]1[C:7]1[CH:13]=[CH:12][CH:11]=[CH:10][C:8]=1[NH2:9]. The yield is 0.610. (3) The reactants are Cl.C(N=C=NCCCN(C)C)C.[S:13]1[C:17]2[CH:18]=[CH:19][CH:20]=[CH:21][C:16]=2[CH:15]=[C:14]1[C:22]([OH:24])=O.[C:25]1([CH2:31][O:32][C:33]([C:35]2([NH2:41])[CH2:40][CH2:39][CH2:38][CH2:37][CH2:36]2)=[O:34])[CH:30]=[CH:29][CH:28]=[CH:27][CH:26]=1.ON1C2C=CC=CC=2N=N1. The catalyst is C(Cl)Cl. The product is [C:25]1([CH2:31][O:32][C:33]([C:35]2([NH:41][C:22]([C:14]3[S:13][C:17]4[CH:18]=[CH:19][CH:20]=[CH:21][C:16]=4[CH:15]=3)=[O:24])[CH2:36][CH2:37][CH2:38][CH2:39][CH2:40]2)=[O:34])[CH:26]=[CH:27][CH:28]=[CH:29][CH:30]=1. The yield is 0.910.